Dataset: Full USPTO retrosynthesis dataset with 1.9M reactions from patents (1976-2016). Task: Predict the reactants needed to synthesize the given product. (1) Given the product [OH:1][C:2]([C:5]1[CH:31]=[CH:30][C:8]([C:9]([NH:11][C:12]2[CH:17]=[C:16]([N:18]3[CH2:23][CH2:22][CH2:21][C@@H:20]([C:24]([N:33]([CH3:34])[CH3:32])=[O:26])[CH2:19]3)[N:15]3[N:27]=[CH:28][CH:29]=[C:14]3[N:13]=2)=[O:10])=[CH:7][CH:6]=1)([CH3:3])[CH3:4], predict the reactants needed to synthesize it. The reactants are: [OH:1][C:2]([C:5]1[CH:31]=[CH:30][C:8]([C:9]([NH:11][C:12]2[CH:17]=[C:16]([N:18]3[CH2:23][CH2:22][CH2:21][C@@H:20]([C:24]([OH:26])=O)[CH2:19]3)[N:15]3[N:27]=[CH:28][CH:29]=[C:14]3[N:13]=2)=[O:10])=[CH:7][CH:6]=1)([CH3:4])[CH3:3].[CH3:32][NH:33][CH3:34].CCN=C=NCCCN(C)C.C1C=CC2N(O)N=NC=2C=1. (2) Given the product [CH:42]1[C:43]2[C:38](=[N:37][C:36]3[C:45]([C:44]=2[NH:46][C:47]2[CH:48]=[C:49]([NH:55][C:56]([CH:57]([NH:59][C:6]([C:5]4[CH:9]=[C:10]([NH:15][C:16]([N:18]5[CH2:23][CH2:22][N:21]([C:24]6[CH:25]=[C:26]([CH3:31])[CH:27]=[C:28]([CH3:30])[CH:29]=6)[CH2:20][CH2:19]5)=[O:17])[C:11]([O:13][CH3:14])=[N:12][C:4]=4[CH2:1][CH2:2][CH3:3])=[O:7])[CH3:58])=[O:60])[CH:50]=[C:51]([CH2:53][OH:54])[CH:52]=2)=[CH:32][CH:33]=[CH:34][CH:35]=3)[CH:39]=[CH:40][CH:41]=1, predict the reactants needed to synthesize it. The reactants are: [CH2:1]([C:4]1[N:12]=[C:11]([O:13][CH3:14])[C:10]([NH:15][C:16]([N:18]2[CH2:23][CH2:22][N:21]([C:24]3[CH:29]=[C:28]([CH3:30])[CH:27]=[C:26]([CH3:31])[CH:25]=3)[CH2:20][CH2:19]2)=[O:17])=[CH:9][C:5]=1[C:6](O)=[O:7])[CH2:2][CH3:3].[CH:32]1[C:45]2[C:36](=[N:37][C:38]3[C:43]([C:44]=2[NH:46][C:47]2[CH:48]=[C:49]([NH:55][C:56](=[O:60])[CH:57]([NH2:59])[CH3:58])[CH:50]=[C:51]([CH2:53][OH:54])[CH:52]=2)=[CH:42][CH:41]=[CH:40][CH:39]=3)[CH:35]=[CH:34][CH:33]=1.